From a dataset of Reaction yield outcomes from USPTO patents with 853,638 reactions. Predict the reaction yield, written as a fraction of the theoretical maximum amount of product (1.0 means a 100% yield; for example, 0.34 means a 34% yield). (1) The reactants are Br[C:2]1[CH:7]=[CH:6][CH:5]=[C:4]([Br:8])[N:3]=1.[C:9]([O:13][C:14](=[O:22])[NH:15][CH:16]1[CH2:21][CH2:20][NH:19][CH2:18][CH2:17]1)([CH3:12])([CH3:11])[CH3:10]. The catalyst is C(Cl)Cl. The product is [C:9]([O:13][C:14](=[O:22])[NH:15][CH:16]1[CH2:21][CH2:20][N:19]([C:2]2[CH:7]=[CH:6][CH:5]=[C:4]([Br:8])[N:3]=2)[CH2:18][CH2:17]1)([CH3:12])([CH3:10])[CH3:11]. The yield is 0.320. (2) The reactants are [Cl:1][C:2]1[CH:7]=[C:6]2[CH2:8][O:9][C:10]3[CH:33]=[C:32]4[C:13]([CH2:14][CH2:15][C:16]5[N:20]=[C:19]([C@@H:21]6[CH2:25][C@H:24]([O:26][CH2:27][CH3:28])[CH2:23][N:22]6[C:29]([O-:31])=[O:30])[NH:18][C:17]=54)=[CH:12][C:11]=3[C:5]2=[CH:4][CH:3]=1. The catalyst is C(Cl)Cl.O=[Mn]=O. The product is [Cl:1][C:2]1[CH:7]=[C:6]2[CH2:8][O:9][C:10]3[CH:33]=[C:32]4[C:13]([CH:14]=[CH:15][C:16]5[N:20]=[C:19]([C@@H:21]6[CH2:25][C@H:24]([O:26][CH2:27][CH3:28])[CH2:23][N:22]6[C:29]([O:31][C:5]([CH3:11])([CH3:6])[CH3:4])=[O:30])[NH:18][C:17]=54)=[CH:12][C:11]=3[C:5]2=[CH:4][CH:3]=1. The yield is 0.720. (3) The reactants are [NH:1]1[CH2:6][CH2:5][CH2:4][CH2:3][CH2:2]1.C(=O)([O-])[O-].[K+].[K+].[Cl:13][CH2:14][CH2:15][CH2:16][CH2:17]Br. No catalyst specified. The product is [Cl:13][CH2:14][CH2:15][CH2:16][CH2:17][N:1]1[CH2:6][CH2:5][CH2:4][CH2:3][CH2:2]1. The yield is 0.560. (4) The reactants are [Br:1]Br.[N:3]1[C:8]2[NH:9][CH2:10][CH2:11][CH2:12][O:13][C:7]=2[CH:6]=[CH:5][CH:4]=1.C([O-])([O-])=O.[K+].[K+]. The catalyst is C(Cl)Cl. The product is [Br:1][C:5]1[CH:4]=[N:3][C:8]2[NH:9][CH2:10][CH2:11][CH2:12][O:13][C:7]=2[CH:6]=1. The yield is 0.960. (5) The reactants are [Br:1][C:2]1[CH:3]=[N:4][CH:5]=[C:6](Br)[CH:7]=1.[CH3:9][O-:10].[Na+]. The catalyst is CN(C=O)C. The product is [Br:1][C:2]1[CH:3]=[N:4][CH:5]=[C:6]([O:10][CH3:9])[CH:7]=1. The yield is 0.660. (6) The reactants are [CH3:1][CH:2]([CH3:31])[CH2:3][C:4]([C:21]1[CH:30]=[CH:29][C:24]([C:25]([O:27]C)=[O:26])=[CH:23][CH:22]=1)=[CH:5][C:6]1[CH:11]=[CH:10][C:9]([N:12]2[CH:16]=[C:15]([C:17]([F:20])([F:19])[F:18])[CH:14]=[N:13]2)=[CH:8][CH:7]=1.[OH-].[Na+]. The catalyst is CO.O1CCCC1. The product is [CH3:1][CH:2]([CH3:31])[CH2:3][C:4]([C:21]1[CH:22]=[CH:23][C:24]([C:25]([OH:27])=[O:26])=[CH:29][CH:30]=1)=[CH:5][C:6]1[CH:7]=[CH:8][C:9]([N:12]2[CH:16]=[C:15]([C:17]([F:20])([F:18])[F:19])[CH:14]=[N:13]2)=[CH:10][CH:11]=1. The yield is 0.960. (7) The reactants are [C:1]([O:5][C:6]([N:8]([C:16]1[CH:17]=[N:18][CH:19]=[CH:20][C:21]=1[N:22]1[CH2:27][C@H:26]([CH3:28])[C@@H:25]([O:29][Si](C(C)(C)C)(C)C)[C@H:24]([NH:37][C:38]([O:40][C:41]([CH3:44])([CH3:43])[CH3:42])=[O:39])[CH2:23]1)[C:9](=[O:15])[O:10][C:11]([CH3:14])([CH3:13])[CH3:12])=[O:7])([CH3:4])([CH3:3])[CH3:2].CCCC[N+](CCCC)(CCCC)CCCC.[F-]. The catalyst is C1COCC1.CCOC(C)=O.O. The product is [C:1]([O:5][C:6]([N:8]([C:16]1[CH:17]=[N:18][CH:19]=[CH:20][C:21]=1[N:22]1[CH2:27][C@H:26]([CH3:28])[C@@H:25]([OH:29])[C@H:24]([NH:37][C:38]([O:40][C:41]([CH3:42])([CH3:44])[CH3:43])=[O:39])[CH2:23]1)[C:9](=[O:15])[O:10][C:11]([CH3:14])([CH3:13])[CH3:12])=[O:7])([CH3:2])([CH3:3])[CH3:4]. The yield is 0.870. (8) The reactants are [Si]([O:8]/[N:9]=[C:10]1\[CH2:11][CH2:12][C:13]2[C:18]\1=[CH:17][CH:16]=[C:15]([NH:19][C:20]1[C:28]3[C:23](=[CH:24][N:25]=[CH:26][CH:27]=3)[S:22][C:21]=1[C:29](=[O:33])[CH2:30][CH2:31][CH3:32])[CH:14]=2)(C(C)(C)C)(C)C.CCCC[N+](CCCC)(CCCC)CCCC.[F-]. No catalyst specified. The product is [OH:8]/[N:9]=[C:10]1\[CH2:11][CH2:12][C:13]2[C:18]\1=[CH:17][CH:16]=[C:15]([NH:19][C:20]1[C:28]3[C:23](=[CH:24][N:25]=[CH:26][CH:27]=3)[S:22][C:21]=1[C:29](=[O:33])[CH2:30][CH2:31][CH3:32])[CH:14]=2. The yield is 0.790. (9) The reactants are [O:1]1[CH2:6][CH2:5][N:4]([C:7]2[N:12]=[C:11]([N:13]3[CH2:18][CH2:17][O:16][CH2:15][CH2:14]3)[N:10]=[C:9]([C:19]3[CH:24]=[CH:23][C:22]([NH:25][C:26](=[O:37])[NH:27][C:28]4[CH:36]=[CH:35][C:31]([C:32](O)=[O:33])=[CH:30][CH:29]=4)=[CH:21][CH:20]=3)[N:8]=2)[CH2:3][CH2:2]1.CCN(C(C)C)C(C)C.CN(C(O[N:55]1N=N[C:57]2[CH:58]=[CH:59][CH:60]=[CH:61][C:56]1=2)=[N+](C)C)C.F[P-](F)(F)(F)(F)F.N1C=CC=CC=1CN. The catalyst is CN1C(=O)CCC1. The product is [O:1]1[CH2:6][CH2:5][N:4]([C:7]2[N:12]=[C:11]([N:13]3[CH2:14][CH2:15][O:16][CH2:17][CH2:18]3)[N:10]=[C:9]([C:19]3[CH:24]=[CH:23][C:22]([NH:25][C:26]([NH:27][C:28]4[CH:29]=[CH:30][C:31]([C:32](=[O:33])[CH2:61][C:60]5[CH:59]=[CH:58][CH:57]=[CH:56][N:55]=5)=[CH:35][CH:36]=4)=[O:37])=[CH:21][CH:20]=3)[N:8]=2)[CH2:3][CH2:2]1. The yield is 0.150.